Dataset: Full USPTO retrosynthesis dataset with 1.9M reactions from patents (1976-2016). Task: Predict the reactants needed to synthesize the given product. (1) Given the product [Br:1][C:2]1[CH:7]=[CH:6][C:5]([C:8](=[O:10])[CH3:9])=[CH:4][C:3]=1[F:11], predict the reactants needed to synthesize it. The reactants are: [Br:1][C:2]1[CH:7]=[CH:6][C:5]([CH:8]([OH:10])[CH3:9])=[CH:4][C:3]=1[F:11].[Cr](O[Cr]([O-])(=O)=O)([O-])(=O)=O.[NH+]1C=CC=CC=1.[NH+]1C=CC=CC=1. (2) The reactants are: [F:1][C:2]1[CH:10]=[CH:9][C:5]([C:6]([OH:8])=[O:7])=[C:4]([OH:11])[CH:3]=1.S(Cl)(Cl)=O.[CH2:16](O)[CH3:17]. Given the product [CH2:16]([O:7][C:6](=[O:8])[C:5]1[CH:9]=[CH:10][C:2]([F:1])=[CH:3][C:4]=1[OH:11])[CH3:17], predict the reactants needed to synthesize it. (3) Given the product [CH2:15]([O:3][CH2:4][C@:5]12[C:11]([CH3:12])([CH3:13])[C@H:8]([CH2:9][CH2:10]1)[CH2:7][C:6]2=[O:14])[C:16]1[CH:21]=[CH:20][CH:19]=[CH:18][CH:17]=1, predict the reactants needed to synthesize it. The reactants are: [H-].[Na+].[OH:3][CH2:4][C@:5]12[C:11]([CH3:13])([CH3:12])[C@H:8]([CH2:9][CH2:10]1)[CH2:7][C:6]2=[O:14].[CH2:15](Br)[C:16]1[CH:21]=[CH:20][CH:19]=[CH:18][CH:17]=1. (4) Given the product [Br:16][C:14]1[N:15]=[C:11]([N:7]2[CH2:8][CH2:9][N:4]([CH:1]([CH3:3])[CH3:2])[CH2:5][CH2:6]2)[S:12][CH:13]=1, predict the reactants needed to synthesize it. The reactants are: [CH:1]([N:4]1[CH2:9][CH2:8][NH:7][CH2:6][CH2:5]1)([CH3:3])[CH3:2].Br[C:11]1[S:12][CH:13]=[C:14]([Br:16])[N:15]=1. (5) Given the product [NH:8]1[CH2:9][CH:10]=[C:11](/[C:14](/[C:23]2[CH:24]=[CH:25][C:26]([C:29]([F:30])([F:31])[F:32])=[CH:27][CH:28]=2)=[CH:15]/[CH:16]=[CH:17]/[C:18]([O:20][CH2:21][CH3:22])=[O:19])[CH2:12][CH2:13]1, predict the reactants needed to synthesize it. The reactants are: C(OC([N:8]1[CH2:13][CH:12]=[C:11](/[C:14](/[C:23]2[CH:28]=[CH:27][C:26]([C:29]([F:32])([F:31])[F:30])=[CH:25][CH:24]=2)=[CH:15]/[CH:16]=[CH:17]/[C:18]([O:20][CH2:21][CH3:22])=[O:19])[CH2:10][CH2:9]1)=O)(C)(C)C.Cl.C(OCC)(=O)C.C(=O)([O-])O.[Na+]. (6) Given the product [OH2:9].[C:1]([O-:10])(=[O:9])[CH:2]([CH2:6][CH2:7][CH3:8])[CH2:3][CH2:4][CH3:5].[Mg+2:14].[C:1]([O-:10])(=[O:9])[CH:2]([CH2:6][CH2:7][CH3:8])[CH2:3][CH2:4][CH3:5], predict the reactants needed to synthesize it. The reactants are: [C:1]([OH:10])(=[O:9])[CH:2]([CH2:6][CH2:7][CH3:8])[CH2:3][CH2:4][CH3:5].[O-]CC.[Mg+2:14].[O-]CC.C(#N)C. (7) Given the product [CH3:7][O:6][C:1](=[O:5])[C@@H:2]([O:3][C:9]1[C:10]([N+:19]([O-:21])=[O:20])=[CH:11][C:12]([C:15]([O:17][CH3:18])=[O:16])=[CH:13][N:14]=1)[CH3:4], predict the reactants needed to synthesize it. The reactants are: [C:1]([O:6][CH3:7])(=[O:5])[C@H:2]([CH3:4])[OH:3].Cl[C:9]1[N:14]=[CH:13][C:12]([C:15]([O:17][CH3:18])=[O:16])=[CH:11][C:10]=1[N+:19]([O-:21])=[O:20].N12CCCN=C1CCCCC2. (8) Given the product [Si:1]([O:8][C:9]1[CH:10]=[C:11]([CH:14]=[CH:15][CH:16]=1)[CH2:12][NH:18][C:19]1([C:22]([O:24][CH2:25][CH3:26])=[O:23])[CH2:21][CH2:20]1)([C:4]([CH3:7])([CH3:6])[CH3:5])([CH3:3])[CH3:2], predict the reactants needed to synthesize it. The reactants are: [Si:1]([O:8][C:9]1[CH:10]=[C:11]([CH:14]=[CH:15][CH:16]=1)[CH:12]=O)([C:4]([CH3:7])([CH3:6])[CH3:5])([CH3:3])[CH3:2].Cl.[NH2:18][C:19]1([C:22]([O:24][CH2:25][CH3:26])=[O:23])[CH2:21][CH2:20]1. (9) Given the product [C:9]([O:8][C:6]([N:1]1[CH2:5][CH:4]2[CH:3]([O:21]2)[CH2:2]1)=[O:7])([CH3:12])([CH3:11])[CH3:10], predict the reactants needed to synthesize it. The reactants are: [N:1]1([C:6]([O:8][C:9]([CH3:12])([CH3:11])[CH3:10])=[O:7])[CH2:5][CH:4]=[CH:3][CH2:2]1.C1C=C(Cl)C=C(C(OO)=[O:21])C=1.